Dataset: Catalyst prediction with 721,799 reactions and 888 catalyst types from USPTO. Task: Predict which catalyst facilitates the given reaction. (1) Reactant: [Cl:1][C:2]1[C:15]([C:16]2[NH:20][C:19](=[O:21])[N:18]([C:22]3[CH:27]=[CH:26][C:25]([C:28]([F:31])([F:30])[F:29])=[CH:24][CH:23]=3)[N:17]=2)=[CH:14][C:5]([CH2:6][NH:7]C(=O)C(F)(F)F)=[C:4]([O:32][CH3:33])[CH:3]=1.O.[OH-].[K+]. Product: [NH2:7][CH2:6][C:5]1[C:4]([O:32][CH3:33])=[CH:3][C:2]([Cl:1])=[C:15]([C:16]2[NH:20][C:19](=[O:21])[N:18]([C:22]3[CH:23]=[CH:24][C:25]([C:28]([F:31])([F:29])[F:30])=[CH:26][CH:27]=3)[N:17]=2)[CH:14]=1. The catalyst class is: 1. (2) Reactant: [Cl:1][C:2]1[C:11]2[C:6](=[CH:7][C:8]([O:15][CH:16]([CH3:18])[CH3:17])=[C:9]([O:12][CH2:13][CH3:14])[CH:10]=2)[N:5]=[CH:4][N:3]=1.[CH3:19][C:20]1[S:21][CH:22]=[C:23]([C:25]2[CH:26]=[C:27]([NH2:31])[CH:28]=[CH:29][CH:30]=2)[N:24]=1. Product: [ClH:1].[CH2:13]([O:12][C:9]1[CH:10]=[C:11]2[C:6](=[CH:7][C:8]=1[O:15][CH:16]([CH3:18])[CH3:17])[N:5]=[CH:4][N:3]=[C:2]2[NH:31][C:27]1[CH:28]=[CH:29][CH:30]=[C:25]([C:23]2[N:24]=[C:20]([CH3:19])[S:21][CH:22]=2)[CH:26]=1)[CH3:14]. The catalyst class is: 8. (3) Reactant: [O:1]=[C:2]1[CH:11]=[C:10]([O:12][C:13]2[CH:20]=[CH:19][C:16]([C:17]#[N:18])=[CH:15][CH:14]=2)[C:9]2[C:4](=[CH:5][CH:6]=[CH:7][CH:8]=2)[NH:3]1.[S].[CH2:22](N)[CH2:23][NH2:24]. Product: [NH:18]1[CH2:22][CH2:23][N:24]=[C:17]1[C:16]1[CH:15]=[CH:14][C:13]([O:12][C:10]2[C:9]3[C:4](=[CH:5][CH:6]=[CH:7][CH:8]=3)[NH:3][C:2](=[O:1])[CH:11]=2)=[CH:20][CH:19]=1. The catalyst class is: 6. (4) The catalyst class is: 2. Reactant: [Cl:1][C:2]1[CH:10]=[CH:9][C:5]([C:6](Cl)=[O:7])=[CH:4][CH:3]=1.[NH2:11][CH2:12][C:13]1[S:14][CH:15]=[CH:16][CH:17]=1.CCN(C(C)C)C(C)C. Product: [Cl:1][C:2]1[CH:10]=[CH:9][C:5]([C:6]([NH:11][CH2:12][C:13]2[S:14][CH:15]=[CH:16][CH:17]=2)=[O:7])=[CH:4][CH:3]=1. (5) Reactant: [CH2:1]([O:3][C:4](=[O:13])[CH2:5][C:6]1[CH:11]=[CH:10][C:9]([Cl:12])=[CH:8][CH:7]=1)[CH3:2].CC(C)([O-])C.[K+].[C:20]([O:24][C:25]([CH3:28])([CH3:27])[CH3:26])(=[O:23])[CH:21]=[CH2:22]. Product: [CH2:1]([O:3][C:4](=[O:13])[CH:5]([C:6]1[CH:11]=[CH:10][C:9]([Cl:12])=[CH:8][CH:7]=1)[CH2:22][CH2:21][C:20]([O:24][C:25]([CH3:28])([CH3:27])[CH3:26])=[O:23])[CH3:2]. The catalyst class is: 1.